This data is from Reaction yield outcomes from USPTO patents with 853,638 reactions. The task is: Predict the reaction yield, written as a fraction of the theoretical maximum amount of product (1.0 means a 100% yield; for example, 0.34 means a 34% yield). The reactants are [C:1]([C:4]1[C:9](=[O:10])[C:8]([O:11][CH3:12])=[CH:7][N:6]([C:13]2[CH:18]=[C:17]([F:19])[C:16]([N:20]3[CH2:25][CH2:24][O:23][CH2:22][CH2:21]3)=[CH:15][C:14]=2[F:26])[N:5]=1)(=O)[CH3:2].[CH3:27]OC(OC)N(C)C.[C:35]1([NH:41][NH2:42])[CH:40]=[CH:39][CH:38]=[CH:37][CH:36]=1. The catalyst is CCOC(C)=O. The product is [F:26][C:14]1[CH:15]=[C:16]([N:20]2[CH2:25][CH2:24][O:23][CH2:22][CH2:21]2)[C:17]([F:19])=[CH:18][C:13]=1[N:6]1[CH:7]=[C:8]([O:11][CH3:12])[C:9](=[O:10])[C:4]([C:1]2[N:41]([C:35]3[CH:40]=[CH:39][CH:38]=[CH:37][CH:36]=3)[N:42]=[CH:27][CH:2]=2)=[N:5]1. The yield is 0.360.